Task: Predict the reaction yield, written as a fraction of the theoretical maximum amount of product (1.0 means a 100% yield; for example, 0.34 means a 34% yield).. Dataset: Reaction yield outcomes from USPTO patents with 853,638 reactions The reactants are [Cl:1][C:2]1[CH:11]=[CH:10][CH:9]=[C:8]2[C:3]=1[C:4](=[O:21])[N:5]([C:14]1[CH:19]=[CH:18][CH:17]=[CH:16][C:15]=1[F:20])[C:6]([CH2:12]Cl)=[N:7]2.[N:22]1[C:30]([NH2:31])=[C:29]2[C:25]([N:26]=[CH:27][NH:28]2)=[N:24][CH:23]=1.C([O-])([O-])=O.[K+].[K+]. The catalyst is CN(C=O)C. The product is [NH2:31][C:30]1[N:22]=[CH:23][N:24]=[C:25]2[C:29]=1[N:28]=[CH:27][N:26]2[CH2:12][C:6]1[N:5]([C:14]2[CH:19]=[CH:18][CH:17]=[CH:16][C:15]=2[F:20])[C:4](=[O:21])[C:3]2[C:8](=[CH:9][CH:10]=[CH:11][C:2]=2[Cl:1])[N:7]=1. The yield is 0.500.